From a dataset of Peptide-MHC class II binding affinity with 134,281 pairs from IEDB. Regression. Given a peptide amino acid sequence and an MHC pseudo amino acid sequence, predict their binding affinity value. This is MHC class II binding data. (1) The peptide sequence is KGKVVGLYGNGVVTR. The MHC is DRB1_1501 with pseudo-sequence DRB1_1501. The binding affinity (normalized) is 0.916. (2) The peptide sequence is KLTVVVGDIIGVLEQ. The MHC is DRB1_1501 with pseudo-sequence DRB1_1501. The binding affinity (normalized) is 0.718. (3) The peptide sequence is QDELIGRGRVSPGNG. The MHC is HLA-DQA10103-DQB10603 with pseudo-sequence HLA-DQA10103-DQB10603. The binding affinity (normalized) is 0. (4) The MHC is DRB1_1101 with pseudo-sequence DRB1_1101. The peptide sequence is FPILPGEIFKYKWTVTVEDG. The binding affinity (normalized) is 0.